This data is from Full USPTO retrosynthesis dataset with 1.9M reactions from patents (1976-2016). The task is: Predict the reactants needed to synthesize the given product. The reactants are: [Br:1][C:2]1[C:12]([S:13](Cl)(=[O:15])=[O:14])=[CH:11][C:5]2[O:6][CH2:7][C:8](=O)[NH:9][C:4]=2[CH:3]=1.[CH3:17][O:18][C:19]1[CH:31]=[CH:30][C:22]([CH2:23][NH:24][C:25]2[S:26][CH:27]=[CH:28][N:29]=2)=[CH:21][CH:20]=1.C[Si]([N-][Si](C)(C)C)(C)C.[Li+].B.O1CCCC1. Given the product [Br:1][C:2]1[C:12]([S:13]([N:24]([CH2:23][C:22]2[CH:30]=[CH:31][C:19]([O:18][CH3:17])=[CH:20][CH:21]=2)[C:25]2[S:26][CH:27]=[CH:28][N:29]=2)(=[O:15])=[O:14])=[CH:11][C:5]2[O:6][CH2:7][CH2:8][NH:9][C:4]=2[CH:3]=1, predict the reactants needed to synthesize it.